This data is from Full USPTO retrosynthesis dataset with 1.9M reactions from patents (1976-2016). The task is: Predict the reactants needed to synthesize the given product. (1) Given the product [Cl:32][C:2]([Cl:31])([Cl:1])[CH2:3][O:4][C:5]([N:6]1[CH2:7][C:8]([NH2:9])=[N:22][C:11]([CH:12]([F:13])[F:14])([C:15]2[CH:20]=[CH:19][CH:18]=[CH:17][C:16]=2[F:21])[CH2:10]1)=[O:30], predict the reactants needed to synthesize it. The reactants are: [Cl:1][C:2]([Cl:32])([Cl:31])[CH2:3][O:4][C:5](=[O:30])[N:6]([CH2:10][C:11]([NH:22]C(OC(C)(C)C)=O)([C:15]1[CH:20]=[CH:19][CH:18]=[CH:17][C:16]=1[F:21])[CH:12]([F:14])[F:13])[CH2:7][C:8]#[N:9].Cl. (2) Given the product [C:1]([C:5]1[N:6]=[C:7]([N:22]2[CH2:27][CH2:26][CH2:24][C@H:23]2[C:32]#[N:33])[C:8]2[N:13]=[N:12][N:11]([CH2:14][C:15]3[CH:20]=[CH:19][CH:18]=[CH:17][C:16]=3[Cl:21])[C:9]=2[N:10]=1)([CH3:4])([CH3:3])[CH3:2], predict the reactants needed to synthesize it. The reactants are: [C:1]([C:5]1[N:6]=[C:7]([N:22]2[CH2:27][CH2:26]O[CH2:24][CH2:23]2)[C:8]2[N:13]=[N:12][N:11]([CH2:14][C:15]3[CH:20]=[CH:19][CH:18]=[CH:17][C:16]=3[Cl:21])[C:9]=2[N:10]=1)([CH3:4])([CH3:3])[CH3:2].C([C:32]1[N:33]=C(Cl)C2N=NN(CC3C=CC=CC=3Cl)C=2N=1)(C)(C)C.Cl.N1CCC[C@H]1C#N.